Dataset: Peptide-MHC class II binding affinity with 134,281 pairs from IEDB. Task: Regression. Given a peptide amino acid sequence and an MHC pseudo amino acid sequence, predict their binding affinity value. This is MHC class II binding data. (1) The peptide sequence is FSTGLIIQGLKLMNS. The MHC is HLA-DPA10201-DPB10101 with pseudo-sequence HLA-DPA10201-DPB10101. The binding affinity (normalized) is 0.587. (2) The peptide sequence is EKKYFAATQFEPLPA. The MHC is HLA-DPA10201-DPB11401 with pseudo-sequence HLA-DPA10201-DPB11401. The binding affinity (normalized) is 0.586. (3) The peptide sequence is STEQNVPDPQVGITT. The MHC is DRB1_0404 with pseudo-sequence DRB1_0404. The binding affinity (normalized) is 0. (4) The peptide sequence is DKISDVSTIVPYIGPALNIV. The MHC is HLA-DPA10201-DPB10101 with pseudo-sequence HLA-DPA10201-DPB10101. The binding affinity (normalized) is 0.530. (5) The peptide sequence is AHARSYQTLSTQAAA. The MHC is HLA-DPA10103-DPB10401 with pseudo-sequence HLA-DPA10103-DPB10401. The binding affinity (normalized) is 0.0256. (6) The peptide sequence is GADQGCAINFGKREL. The MHC is HLA-DQA10303-DQB10402 with pseudo-sequence HLA-DQA10303-DQB10402. The binding affinity (normalized) is 0.359. (7) The peptide sequence is TEAPAAPAEGEKPAE. The MHC is HLA-DPA10201-DPB10101 with pseudo-sequence HLA-DPA10201-DPB10101. The binding affinity (normalized) is 0.